Dataset: Peptide-MHC class II binding affinity with 134,281 pairs from IEDB. Task: Regression. Given a peptide amino acid sequence and an MHC pseudo amino acid sequence, predict their binding affinity value. This is MHC class II binding data. (1) The peptide sequence is TFTMRLLSPVRVPNY. The binding affinity (normalized) is 0.465. The MHC is DRB1_0802 with pseudo-sequence DRB1_0802. (2) The peptide sequence is LLTSGMVIFFMSPKGK. The MHC is DRB1_0404 with pseudo-sequence DRB1_0404. The binding affinity (normalized) is 0.808. (3) The peptide sequence is KTVSEGAVDIINKWQ. The MHC is DRB5_0101 with pseudo-sequence DRB5_0101. The binding affinity (normalized) is 0.390. (4) The peptide sequence is GATRERSLWIIFSKN. The MHC is DRB3_0101 with pseudo-sequence DRB3_0101. The binding affinity (normalized) is 0.459. (5) The peptide sequence is MAAHKFMVAMFLAVA. The MHC is HLA-DQA10301-DQB10302 with pseudo-sequence HLA-DQA10301-DQB10302. The binding affinity (normalized) is 0.311. (6) The MHC is DRB1_1101 with pseudo-sequence DRB1_1101. The binding affinity (normalized) is 0.334. The peptide sequence is WGAIWRIDTPDKLTGPFTVR. (7) The binding affinity (normalized) is 0.552. The MHC is HLA-DQA10501-DQB10201 with pseudo-sequence HLA-DQA10501-DQB10201. The peptide sequence is AQGPKATFEAMYLGT.